Binary Classification. Given a T-cell receptor sequence (or CDR3 region) and an epitope sequence, predict whether binding occurs between them. From a dataset of TCR-epitope binding with 47,182 pairs between 192 epitopes and 23,139 TCRs. The epitope is TSNQVAVLY. The TCR CDR3 sequence is CASSLAQTGFYEQYF. Result: 0 (the TCR does not bind to the epitope).